The task is: Predict the reaction yield, written as a fraction of the theoretical maximum amount of product (1.0 means a 100% yield; for example, 0.34 means a 34% yield).. This data is from Reaction yield outcomes from USPTO patents with 853,638 reactions. (1) The reactants are [Cl-].O[NH3+:3].[C:4](=[O:7])([O-])[OH:5].[Na+].CS(C)=O.[OH:13][CH:14]([C:16]1[CH:21]=[CH:20][C:19]([N:22]2[C:27](=[O:28])[C:26]([CH2:29][C:30]3[CH:35]=[CH:34][C:33]([C:36]4[C:37]([C:42]#[N:43])=[CH:38][CH:39]=[CH:40][CH:41]=4)=[CH:32][CH:31]=3)=[C:25]([CH2:44][CH2:45][CH3:46])[N:24]=[C:23]2[CH3:47])=[CH:18][CH:17]=1)[CH3:15]. The catalyst is O.C(OCC)(=O)C. The product is [OH:13][CH:14]([C:16]1[CH:21]=[CH:20][C:19]([N:22]2[C:27](=[O:28])[C:26]([CH2:29][C:30]3[CH:35]=[CH:34][C:33]([C:36]4[CH:41]=[CH:40][CH:39]=[CH:38][C:37]=4[C:42]4[NH:3][C:4](=[O:7])[O:5][N:43]=4)=[CH:32][CH:31]=3)=[C:25]([CH2:44][CH2:45][CH3:46])[N:24]=[C:23]2[CH3:47])=[CH:18][CH:17]=1)[CH3:15]. The yield is 0.230. (2) The reactants are [I:1]I.[N+:3]([C:6]1[CH:7]=[C:8]([CH:12]=[CH:13][CH:14]=1)[C:9]([OH:11])=[O:10])([O-:5])=[O:4]. The catalyst is S(=O)(=O)(O)O. The product is [I:1][C:13]1[CH:12]=[C:8]([CH:7]=[C:6]([N+:3]([O-:5])=[O:4])[CH:14]=1)[C:9]([OH:11])=[O:10]. The yield is 0.980. (3) The reactants are [Mg].II.Br[CH2:5][CH2:6]Br.Br[C:9]1[CH:17]=[C:16]([CH3:18])[C:12]([N:13]([CH3:15])[CH3:14])=[C:11]([CH3:19])[CH:10]=1.[P:20]([O-:27])(OCC)OCC. The catalyst is O1CCCC1.C1(C)C=CC=CC=1.O. The product is [CH3:14][N:13]([CH3:15])[C:12]1[C:11]([CH3:19])=[CH:10][C:9]([PH:20](=[O:27])[C:9]2[CH:17]=[C:16]([CH3:18])[C:12]([N:13]([CH3:15])[CH3:14])=[C:11]([CH3:19])[CH:10]=2)=[CH:17][C:5]=1[CH3:6]. The yield is 0.400. (4) The reactants are [CH2:1]([C:5]1[N:6]=[C:7]([CH3:27])[NH:8][C:9](=[O:26])[C:10]=1[CH2:11][C:12]1[CH:17]=[CH:16][C:15]([C:18]2[C:19]([C:24]#[N:25])=[CH:20][CH:21]=[CH:22][CH:23]=2)=[CH:14][CH:13]=1)[CH2:2][CH2:3][CH3:4].[O:28]1[C:32]2[CH:33]=[C:34](B(O)O)[CH:35]=[CH:36][C:31]=2[CH2:30][CH2:29]1.C([N:42](CC)CC)C.N1C=CC=CC=1.[C:53]([O:56]CC)(=[O:55])C. The catalyst is C(Cl)Cl.C([O-])(=O)C.[Cu+2].C([O-])(=O)C. The product is [CH2:1]([C:5]1[N:6]=[C:7]([CH3:27])[N:8]([C:34]2[CH:35]=[CH:36][C:31]3[CH2:30][CH2:29][O:28][C:32]=3[CH:33]=2)[C:9](=[O:26])[C:10]=1[CH2:11][C:12]1[CH:17]=[CH:16][C:15]([C:18]2[CH:23]=[CH:22][CH:21]=[CH:20][C:19]=2[C:24]2[NH:42][C:53](=[O:55])[O:56][N:25]=2)=[CH:14][CH:13]=1)[CH2:2][CH2:3][CH3:4]. The yield is 0.830.